From a dataset of NCI-60 drug combinations with 297,098 pairs across 59 cell lines. Regression. Given two drug SMILES strings and cell line genomic features, predict the synergy score measuring deviation from expected non-interaction effect. (1) Drug 1: C1CCC(CC1)NC(=O)N(CCCl)N=O. Drug 2: C1=NC(=NC(=O)N1C2C(C(C(O2)CO)O)O)N. Cell line: NCI-H460. Synergy scores: CSS=35.0, Synergy_ZIP=3.09, Synergy_Bliss=8.25, Synergy_Loewe=-1.02, Synergy_HSA=9.17. (2) Drug 1: C1CN1P(=S)(N2CC2)N3CC3. Drug 2: COC1=C2C(=CC3=C1OC=C3)C=CC(=O)O2. Cell line: SR. Synergy scores: CSS=50.5, Synergy_ZIP=-0.737, Synergy_Bliss=-0.365, Synergy_Loewe=-21.2, Synergy_HSA=-0.0580.